From a dataset of Forward reaction prediction with 1.9M reactions from USPTO patents (1976-2016). Predict the product of the given reaction. (1) The product is: [NH:36]1[C:37]2[C:42](=[CH:41][CH:40]=[CH:39][CH:38]=2)[C:34]([C:31]2[CH2:32][CH2:33][N:28]([CH2:12][C@@H:13]3[O:27][C:17]4=[C:18]5[C:23](=[CH:24][CH:25]=[C:16]4[O:15][CH2:14]3)[N:22]=[C:21]([CH3:26])[CH:20]=[CH:19]5)[CH2:29][CH:30]=2)=[CH:35]1. Given the reactants CC1C=CC(S(O[CH2:12][C@@H:13]2[O:27][C:17]3=[C:18]4[C:23](=[CH:24][CH:25]=[C:16]3[O:15][CH2:14]2)[N:22]=[C:21]([CH3:26])[CH:20]=[CH:19]4)(=O)=O)=CC=1.[NH:28]1[CH2:33][CH:32]=[C:31]([C:34]2[C:42]3[C:37](=[CH:38][CH:39]=[CH:40][CH:41]=3)[NH:36][CH:35]=2)[CH2:30][CH2:29]1.C([O-])([O-])=O.[K+].[K+].CN(C=O)C, predict the reaction product. (2) Given the reactants C([SiH](CC)CC)C.C(O)(C(F)(F)F)=O.[Br:15][CH2:16][C:17]([C:19]1[CH:24]=[CH:23][CH:22]=[CH:21][C:20]=1[O:25][CH3:26])=O.[OH-].[Na+], predict the reaction product. The product is: [Br:15][CH2:16][CH2:17][C:19]1[CH:24]=[CH:23][CH:22]=[CH:21][C:20]=1[O:25][CH3:26].